Predict the reactants needed to synthesize the given product. From a dataset of Full USPTO retrosynthesis dataset with 1.9M reactions from patents (1976-2016). (1) Given the product [F:1][C:2]1[CH:3]=[C:4]([CH:42]=[CH:43][CH:44]=1)[CH2:5][N:6]1[CH:10]=[C:9]([C:11]2[C:19]3[C:14](=[N:15][CH:16]=[C:17]([C:20]4[CH:25]=[CH:24][C:23]([N:26]5[CH2:31][CH2:30][N:29]([CH2:81][C:82]([NH2:84])=[O:83])[CH2:28][CH2:27]5)=[N:22][CH:21]=4)[CH:18]=3)[N:13]([S:32]([C:35]3[CH:41]=[CH:40][C:38]([CH3:39])=[CH:37][CH:36]=3)(=[O:34])=[O:33])[CH:12]=2)[CH:8]=[N:7]1, predict the reactants needed to synthesize it. The reactants are: [F:1][C:2]1[CH:3]=[C:4]([CH:42]=[CH:43][CH:44]=1)[CH2:5][N:6]1[CH:10]=[C:9]([C:11]2[C:19]3[C:14](=[N:15][CH:16]=[C:17]([C:20]4[CH:21]=[N:22][C:23]([N:26]5[CH2:31][CH2:30][NH:29][CH2:28][CH2:27]5)=[CH:24][CH:25]=4)[CH:18]=3)[N:13]([S:32]([C:35]3[CH:41]=[CH:40][C:38]([CH3:39])=[CH:37][CH:36]=3)(=[O:34])=[O:33])[CH:12]=2)[CH:8]=[N:7]1.FC1C=C(C=CC=1)CN1C=C(C2C3C(=NC=C(C4C=NC(N5CCN(C)CC5)=CC=4)C=3)NC=2)C=N1.Cl[CH2:81][C:82]([NH2:84])=[O:83].C(=O)(O)[O-].[Na+]. (2) Given the product [C:39]([NH:37][C@H:19]([C:20]1[N:21]([CH2:33][CH2:34][CH2:35][CH3:36])[CH:22]=[C:23]([C:25]2[CH:30]=[CH:29][C:28]([Cl:31])=[CH:27][C:26]=2[Cl:32])[N:24]=1)[CH2:18][C:15]1[CH:16]=[CH:17][C:12]([O:11][C:8]2[CH:9]=[CH:10][C:5]([C:4]([OH:3])=[O:38])=[CH:6][CH:7]=2)=[CH:13][CH:14]=1)(=[O:46])[C:40]1[CH:45]=[CH:44][CH:43]=[CH:42][CH:41]=1, predict the reactants needed to synthesize it. The reactants are: Cl.C[O:3][C:4](=[O:38])[C:5]1[CH:10]=[CH:9][C:8]([O:11][C:12]2[CH:17]=[CH:16][C:15]([CH2:18][C@H:19]([NH2:37])[C:20]3[N:21]([CH2:33][CH2:34][CH2:35][CH3:36])[CH:22]=[C:23]([C:25]4[CH:30]=[CH:29][C:28]([Cl:31])=[CH:27][C:26]=4[Cl:32])[N:24]=3)=[CH:14][CH:13]=2)=[CH:7][CH:6]=1.[C:39](O)(=[O:46])[C:40]1[CH:45]=[CH:44][CH:43]=[CH:42][CH:41]=1. (3) The reactants are: C([O:3][C:4](=[O:17])[CH2:5][O:6][C:7]1[CH:12]=[CH:11][C:10]([NH:13]C(=O)C)=[CH:9][CH:8]=1)C.[ClH:18]. Given the product [ClH:18].[NH2:13][C:10]1[CH:9]=[CH:8][C:7]([O:6][CH2:5][C:4]([OH:17])=[O:3])=[CH:12][CH:11]=1, predict the reactants needed to synthesize it.